Task: Predict the reaction yield, written as a fraction of the theoretical maximum amount of product (1.0 means a 100% yield; for example, 0.34 means a 34% yield).. Dataset: Reaction yield outcomes from USPTO patents with 853,638 reactions (1) The reactants are [CH2:1]([O:3][C:4]([C:6]1[NH:7][C:8]([CH3:21])=[C:9]([C:12]2[CH:17]=[CH:16][C:15]([C:18]([OH:20])=O)=[CH:14][CH:13]=2)[C:10]=1[CH3:11])=[O:5])[CH3:2].C(Cl)(=O)C(Cl)=O.[CH3:28][O:29][C:30]1[CH:35]=[CH:34][CH:33]=[CH:32][C:31]=1[NH2:36].C(=O)(O)[O-].[Na+]. The catalyst is CN(C=O)C.C(Cl)Cl. The product is [CH2:1]([O:3][C:4]([C:6]1[NH:7][C:8]([CH3:21])=[C:9]([C:12]2[CH:13]=[CH:14][C:15]([C:18](=[O:20])[NH:36][C:31]3[CH:32]=[CH:33][CH:34]=[CH:35][C:30]=3[O:29][CH3:28])=[CH:16][CH:17]=2)[C:10]=1[CH3:11])=[O:5])[CH3:2]. The yield is 0.110. (2) The reactants are Br[C:2]1[CH:3]=[C:4]([N:13]([C@H:16]2[CH2:21][CH2:20][C@H:19]([N:22]([CH3:24])[CH3:23])[CH2:18][CH2:17]2)[CH2:14][CH3:15])[C:5]([CH3:12])=[C:6]([CH:11]=1)[C:7]([O:9][CH3:10])=[O:8].[CH3:25][N:26]1[CH:30]=[C:29](B2OC(C)(C)C(C)(C)O2)[CH:28]=[N:27]1.C([O-])([O-])=O.[Na+].[Na+]. The catalyst is O1CCOCC1.O.O.C1C=CC([P]([Pd]([P](C2C=CC=CC=2)(C2C=CC=CC=2)C2C=CC=CC=2)([P](C2C=CC=CC=2)(C2C=CC=CC=2)C2C=CC=CC=2)[P](C2C=CC=CC=2)(C2C=CC=CC=2)C2C=CC=CC=2)(C2C=CC=CC=2)C2C=CC=CC=2)=CC=1. The product is [CH3:23][N:22]([CH3:24])[C@H:19]1[CH2:20][CH2:21][C@H:16]([N:13]([CH2:14][CH3:15])[C:4]2[C:5]([CH3:12])=[C:6]([CH:11]=[C:2]([C:29]3[CH:28]=[N:27][N:26]([CH3:25])[CH:30]=3)[CH:3]=2)[C:7]([O:9][CH3:10])=[O:8])[CH2:17][CH2:18]1. The yield is 0.690. (3) The product is [F:58][C:59]1[CH:64]=[CH:63][CH:62]=[CH:61][C:60]=1[NH:65][C:66](=[O:67])[NH:32][C:33]1[CH:38]=[CH:37][C:36]([C:39]2[S:43][C:42]([C:44]34[CH2:53][CH:48]5[CH2:49][CH:50]([CH2:52][C:46]([C:54]([O:56][CH3:57])=[O:55])([CH2:47]5)[CH2:45]3)[CH2:51]4)=[N:41][CH:40]=2)=[CH:35][CH:34]=1. The reactants are FC(F)(F)C1C=C(NC(=O)NC2C=CC(C3SC(CCC(OC)=O)=NC=3)=CC=2)C=CC=1.[NH2:32][C:33]1[CH:38]=[CH:37][C:36]([C:39]2[S:43][C:42]([C:44]34[CH2:53][CH:48]5[CH2:49][CH:50]([CH2:52][C:46]([C:54]([O:56][CH3:57])=[O:55])([CH2:47]5)[CH2:45]3)[CH2:51]4)=[N:41][CH:40]=2)=[CH:35][CH:34]=1.[F:58][C:59]1[CH:64]=[CH:63][CH:62]=[CH:61][C:60]=1[N:65]=[C:66]=[O:67]. No catalyst specified. The yield is 0.890.